Dataset: Forward reaction prediction with 1.9M reactions from USPTO patents (1976-2016). Task: Predict the product of the given reaction. Given the reactants [Cl:1][C:2]1[N:3]=[N:4][C:5](Cl)=[CH:6][CH:7]=1.[OH:9][CH:10]1[CH2:15][CH2:14][NH:13][CH2:12][CH2:11]1.Cl.[OH-].[Na+], predict the reaction product. The product is: [Cl:1][C:2]1[N:3]=[N:4][C:5]([N:13]2[CH2:14][CH2:15][CH:10]([OH:9])[CH2:11][CH2:12]2)=[CH:6][CH:7]=1.